Task: Predict which catalyst facilitates the given reaction.. Dataset: Catalyst prediction with 721,799 reactions and 888 catalyst types from USPTO (1) Reactant: [H-].[H-].[H-].[H-].[Li+].[Al+3].[CH3:7][C:8]([C:12]1[CH:17]=[CH:16][C:15]([B:18]2[O:22][C:21]([CH3:24])([CH3:23])[C:20]([CH3:26])([CH3:25])[O:19]2)=[CH:14][CH:13]=1)([CH3:11])[C:9]#[N:10]. Product: [CH3:11][C:8]([C:12]1[CH:13]=[CH:14][C:15]([B:18]2[O:22][C:21]([CH3:24])([CH3:23])[C:20]([CH3:26])([CH3:25])[O:19]2)=[CH:16][CH:17]=1)([CH3:7])[CH2:9][NH2:10]. The catalyst class is: 1. (2) Reactant: [C:1]([O:5][C:6](=[O:17])[NH:7][C:8]1[CH:13]=[CH:12][C:11]([F:14])=[C:10]([CH2:15][OH:16])[CH:9]=1)([CH3:4])([CH3:3])[CH3:2].[H-].[Na+].Cl[C:21]1[CH:26]=[N:25][CH:24]=[CH:23][N:22]=1. Product: [C:1]([O:5][C:6](=[O:17])[NH:7][C:8]1[CH:13]=[CH:12][C:11]([F:14])=[C:10]([CH2:15][O:16][C:21]2[CH:26]=[N:25][CH:24]=[CH:23][N:22]=2)[CH:9]=1)([CH3:4])([CH3:2])[CH3:3]. The catalyst class is: 3.